The task is: Predict the product of the given reaction.. This data is from Forward reaction prediction with 1.9M reactions from USPTO patents (1976-2016). (1) Given the reactants [CH3:1][C:2]1([CH3:34])[CH2:7][CH2:6][N:5]([C:8]2[N:13]=[C:12]([NH:14][C:15]3[C:16]4[N:17]([CH:31]=[CH:32][N:33]=4)[N:18]=[C:19]([C:21]4[CH:22]=[C:23]([CH:28]=[CH:29][CH:30]=4)[C:24]([O:26]C)=[O:25])[CH:20]=3)[CH:11]=[CH:10][CH:9]=2)[CH2:4][CH2:3]1.[OH-].[Na+], predict the reaction product. The product is: [CH3:1][C:2]1([CH3:34])[CH2:7][CH2:6][N:5]([C:8]2[N:13]=[C:12]([NH:14][C:15]3[C:16]4[N:17]([CH:31]=[CH:32][N:33]=4)[N:18]=[C:19]([C:21]4[CH:22]=[C:23]([CH:28]=[CH:29][CH:30]=4)[C:24]([OH:26])=[O:25])[CH:20]=3)[CH:11]=[CH:10][CH:9]=2)[CH2:4][CH2:3]1. (2) Given the reactants Cl[CH2:2][CH2:3][CH2:4][N:5]1[C:14]2[C:9](=[N:10][CH:11]=[C:12]([CH2:15][C:16]3[CH:21]=[CH:20][C:19]([F:22])=[CH:18][CH:17]=3)[CH:13]=2)[C:8]([OH:23])=[C:7]([C:24]([O:26][CH2:27][CH3:28])=[O:25])[C:6]1=[O:29].[C:30]1(=[O:36])[NH:34][C:33](=[O:35])[CH2:32][CH2:31]1.C(=O)([O-])[O-].[K+].[K+].[I-], predict the reaction product. The product is: [O:35]=[C:33]1[CH2:32][CH2:31][C:30](=[O:36])[N:34]1[CH2:2][CH2:3][CH2:4][N:5]1[C:14]2[C:9](=[N:10][CH:11]=[C:12]([CH2:15][C:16]3[CH:21]=[CH:20][C:19]([F:22])=[CH:18][CH:17]=3)[CH:13]=2)[C:8]([OH:23])=[C:7]([C:24]([O:26][CH2:27][CH3:28])=[O:25])[C:6]1=[O:29]. (3) The product is: [CH2:1]([N:8]([CH2:26][C:25]1[CH:28]=[CH:29][C:22]([F:21])=[CH:23][CH:24]=1)[C:9]1[C:10]([CH3:20])=[C:11]([NH:15][S:16]([CH3:19])(=[O:18])=[O:17])[CH:12]=[CH:13][CH:14]=1)[C:2]1[CH:3]=[CH:4][CH:5]=[CH:6][CH:7]=1. Given the reactants [CH2:1]([NH:8][C:9]1[C:10]([CH3:20])=[C:11]([NH:15][S:16]([CH3:19])(=[O:18])=[O:17])[CH:12]=[CH:13][CH:14]=1)[C:2]1[CH:7]=[CH:6][CH:5]=[CH:4][CH:3]=1.[F:21][C:22]1[CH:29]=[CH:28][C:25]([CH:26]=O)=[CH:24][CH:23]=1, predict the reaction product. (4) Given the reactants [C:1]([C:4]1[S:8][C:7]([NH2:9])=[N:6][C:5]=1[CH3:10])(=[O:3])[CH3:2].[C:11]1([C:21]2[CH:26]=[CH:25][CH:24]=[CH:23][CH:22]=2)[CH:16]=[CH:15][C:14]([S:17](Cl)(=[O:19])=[O:18])=[CH:13][CH:12]=1, predict the reaction product. The product is: [C:1]([C:4]1[S:8][C:7]([NH:9][S:17]([C:14]2[CH:13]=[CH:12][C:11]([C:21]3[CH:26]=[CH:25][CH:24]=[CH:23][CH:22]=3)=[CH:16][CH:15]=2)(=[O:19])=[O:18])=[N:6][C:5]=1[CH3:10])(=[O:3])[CH3:2]. (5) Given the reactants [C:1]([C:3](=[N:15][O:16][CH2:17][CH:18]([CH3:20])[CH3:19])[C:4]([N:10]1[CH:14]=[N:13][CH:12]=[N:11]1)=[N:5][O:6][CH:7]([CH3:9])[CH3:8])#[N:2].Cl.[NH2:22][OH:23].C([O-])(=O)C.[Na+], predict the reaction product. The product is: [OH:23][NH:22][C:1]([C:3](=[N:15][O:16][CH2:17][CH:18]([CH3:20])[CH3:19])[C:4]([N:10]1[CH:14]=[N:13][CH:12]=[N:11]1)=[N:5][O:6][CH:7]([CH3:9])[CH3:8])=[NH:2].